This data is from Forward reaction prediction with 1.9M reactions from USPTO patents (1976-2016). The task is: Predict the product of the given reaction. (1) Given the reactants [CH2:1]([C@@:8]12[CH2:21][C@:20]([OH:23])([CH3:22])[C@:19]([OH:30])([C:24]3[CH:29]=[CH:28][CH:27]=[CH:26][CH:25]=3)[CH2:18][C@H:17]1[CH2:16][CH2:15][C:14]1[CH:13]=[C:12]([C:31]([NH:33][C:34]3[C:35]([CH3:40])=[N:36][CH:37]=[CH:38][CH:39]=3)=[O:32])[CH:11]=[CH:10][C:9]2=1)[C:2]1[CH:7]=[CH:6][CH:5]=[CH:4][CH:3]=1.Cl.[O:42]=[O+][O-].O=O, predict the reaction product. The product is: [CH2:1]([C@@:8]12[CH2:21][C@:20]([OH:23])([CH3:22])[C@:19]([OH:30])([C:24]3[CH:25]=[CH:26][CH:27]=[CH:28][CH:29]=3)[CH2:18][C@H:17]1[CH2:16][C:15](=[O:42])[C:14]1[CH:13]=[C:12]([C:31]([NH:33][C:34]3[C:35]([CH3:40])=[N:36][CH:37]=[CH:38][CH:39]=3)=[O:32])[CH:11]=[CH:10][C:9]2=1)[C:2]1[CH:7]=[CH:6][CH:5]=[CH:4][CH:3]=1. (2) Given the reactants [Na].[CH3:2][O-:3].[Na+].F[C:6]1[C:13]([F:14])=[CH:12][CH:11]=[C:10]([F:15])[C:7]=1[C:8]#[N:9], predict the reaction product. The product is: [F:14][C:13]1[C:6]([O:3][CH3:2])=[C:7]([C:10]([F:15])=[CH:11][CH:12]=1)[C:8]#[N:9]. (3) Given the reactants [H-].[H-].[H-].[H-].[Li+].[Al+3].[Cl:7][C:8]1[CH:13]=[CH:12][CH:11]=[CH:10][C:9]=1[C@@H:14]1[O:18][C:17]([CH3:20])([CH3:19])[O:16][C@H:15]1[C:21](OC)=[O:22], predict the reaction product. The product is: [Cl:7][C:8]1[CH:13]=[CH:12][CH:11]=[CH:10][C:9]=1[C@@H:14]1[O:18][C:17]([CH3:19])([CH3:20])[O:16][C@H:15]1[CH2:21][OH:22]. (4) Given the reactants I[C:2]1[N:6]2[CH:7]=[C:8]([C:11]([O:13][CH3:14])=[O:12])[CH:9]=[CH:10][C:5]2=[N:4][CH:3]=1.C([Sn](CCCC)(CCCC)[C:20]1[CH:25]=[CH:24][CH:23]=[CH:22][N:21]=1)CCC.C1(C)C=CC=CC=1, predict the reaction product. The product is: [N:21]1[CH:22]=[CH:23][CH:24]=[CH:25][C:20]=1[C:2]1[N:6]2[CH:7]=[C:8]([C:11]([O:13][CH3:14])=[O:12])[CH:9]=[CH:10][C:5]2=[N:4][CH:3]=1. (5) Given the reactants C(O[C:9]1[C:18]([N+:19]([O-:21])=[O:20])=[C:17](Cl)[C:16]2[C:11](=[CH:12][CH:13]=[CH:14][CH:15]=2)[N:10]=1)C1C=CC=CC=1.C(O[C:31]1[C:40]([N+:41]([O-:43])=[O:42])=[C:39](Cl)[C:38]2[C:33](=[CH:34][CH:35]=[CH:36][N:37]=2)[N:32]=1)C1C=CC=CC=1.C([NH2:49])(C)(C)C, predict the reaction product. The product is: [N+:19]([C:18]1[CH:9]=[N:10][C:11]2[C:16]([C:17]=1[NH2:32])=[CH:15][CH:14]=[CH:13][CH:12]=2)([O-:21])=[O:20].[N+:41]([C:40]1[CH:31]=[N:32][C:33]2[C:38]([C:39]=1[NH2:49])=[N:37][CH:36]=[CH:35][CH:34]=2)([O-:43])=[O:42]. (6) Given the reactants [CH3:1][O:2][C:3]([C:5]1[C:10]([NH2:11])=C[CH:8]=[CH:7][N:6]=1)=[O:4].C(O)(=O)C.[N:16]1[CH:21]=[CH:20][C:19]([CH:22]=O)=[CH:18][CH:17]=1.C([BH3-])#[N:25].[Na+], predict the reaction product. The product is: [CH3:1][O:2][C:3]([C:5]1[C:10]([NH:11][CH2:22][C:19]2[CH:18]=[CH:17][N:16]=[CH:21][CH:20]=2)=[N:25][CH:8]=[CH:7][N:6]=1)=[O:4]. (7) Given the reactants Cl.O.[F:3][C:4]([F:33])([F:32])[C:5]([NH:7][C:8]12[C:26](=[O:27])[C:25]3[C:20](=[CH:21][CH:22]=[CH:23][C:24]=3[N+:28]([O-])=O)[C:9]1([OH:31])[O:10][C:11]1[CH:16]=[C:15]([CH:17]([CH3:19])[CH3:18])[CH:14]=[CH:13][C:12]=12)=[O:6], predict the reaction product. The product is: [NH2:28][C:24]1[CH:23]=[CH:22][CH:21]=[C:20]2[C:25]=1[C:26](=[O:27])[C:8]1([NH:7][C:5](=[O:6])[C:4]([F:33])([F:3])[F:32])[C:12]3[CH:13]=[CH:14][C:15]([CH:17]([CH3:19])[CH3:18])=[CH:16][C:11]=3[O:10][C:9]12[OH:31].